Dataset: Catalyst prediction with 721,799 reactions and 888 catalyst types from USPTO. Task: Predict which catalyst facilitates the given reaction. (1) Reactant: [C:1]([O:5][C:6](=[O:26])[NH:7][C:8]1[CH:13]=[C:12]([N:14]([CH3:18])[CH2:15][CH2:16][CH3:17])[C:11]([C:19]([F:22])([F:21])[F:20])=[CH:10][C:9]=1[N+:23]([O-])=O)([CH3:4])([CH3:3])[CH3:2]. Product: [C:1]([O:5][C:6](=[O:26])[NH:7][C:8]1[CH:13]=[C:12]([N:14]([CH3:18])[CH2:15][CH2:16][CH3:17])[C:11]([C:19]([F:22])([F:21])[F:20])=[CH:10][C:9]=1[NH2:23])([CH3:2])([CH3:3])[CH3:4]. The catalyst class is: 45. (2) Reactant: Cl[C:2]1[C:7]([C:8]2[CH:13]=[CH:12][CH:11]=[CH:10][CH:9]=2)=[CH:6][N:5]=[C:4]2[N:14]([S:18]([C:21]3[CH:26]=[CH:25][CH:24]=[CH:23][CH:22]=3)(=[O:20])=[O:19])[CH:15]=[C:16]([CH3:17])[C:3]=12.[NH:27]1[CH2:32][CH2:31][NH:30][CH2:29][CH2:28]1.O. Product: [CH3:17][C:16]1[C:3]2[C:4](=[N:5][CH:6]=[C:7]([C:8]3[CH:13]=[CH:12][CH:11]=[CH:10][CH:9]=3)[C:2]=2[N:27]2[CH2:32][CH2:31][NH:30][CH2:29][CH2:28]2)[N:14]([S:18]([C:21]2[CH:26]=[CH:25][CH:24]=[CH:23][CH:22]=2)(=[O:20])=[O:19])[CH:15]=1. The catalyst class is: 37.